From a dataset of Forward reaction prediction with 1.9M reactions from USPTO patents (1976-2016). Predict the product of the given reaction. (1) Given the reactants [N:1]1[NH:2][N:3]=[CH:4][CH:5]=1.C(=O)([O-])[O-].[Cs+].[Cs+].CN[C@@H]1CCCC[C@H]1NC.Br[C:23]1[CH:31]=[CH:30][CH:29]=[C:28]([Cl:32])[C:24]=1[C:25]([OH:27])=[O:26], predict the reaction product. The product is: [Cl:32][C:28]1[CH:29]=[CH:30][CH:31]=[C:23]([N:2]2[N:3]=[CH:4][CH:5]=[N:1]2)[C:24]=1[C:25]([OH:27])=[O:26]. (2) Given the reactants C([O:8][C:9]1[CH:18]=[C:17]2[C:12]([C:13]([C:29]3[C:30]([CH3:39])=[C:31]4[C:36](=[CH:37][CH:38]=3)[O:35][CH2:34][CH2:33][CH2:32]4)=[C:14]([CH:21]([O:24][Si](C)(C)C)[C:22]#N)[N:15]([CH3:20])[C:16]2=[O:19])=[CH:11][CH:10]=1)C1C=CC=CC=1.[OH:40]S(O)(=O)=O.[CH3:45][OH:46], predict the reaction product. The product is: [CH3:45][O:46][C:22](=[O:40])[CH:21]([OH:24])[C:14]1[N:15]([CH3:20])[C:16](=[O:19])[C:17]2[C:12]([C:13]=1[C:29]1[C:30]([CH3:39])=[C:31]3[C:36](=[CH:37][CH:38]=1)[O:35][CH2:34][CH2:33][CH2:32]3)=[CH:11][CH:10]=[C:9]([OH:8])[CH:18]=2.